This data is from Catalyst prediction with 721,799 reactions and 888 catalyst types from USPTO. The task is: Predict which catalyst facilitates the given reaction. (1) Reactant: C([BH3-])#N.[F:4][C:5]1[CH:55]=[CH:54][C:8]([C:9]([N:11]([CH2:18][C:19]2[CH:24]=[C:23]([C:25]3[CH:52]=[CH:51][C:28]4[N:29]([C:32]([C:45]5[CH:50]=[CH:49][CH:48]=[CH:47][CH:46]=5)([C:39]5[CH:44]=[CH:43][CH:42]=[CH:41][CH:40]=5)[C:33]5[CH:38]=[CH:37][CH:36]=[CH:35][CH:34]=5)[N:30]=[N:31][C:27]=4[CH:26]=3)[CH:22]=[CH:21][C:20]=2[F:53])[CH:12]2[CH2:17][CH2:16][NH:15][CH2:14][CH2:13]2)=[O:10])=[CH:7][CH:6]=1.C(O[C:59]1(O[Si](C)(C)C)[CH2:61][CH2:60]1)C.C(O)(=O)C. Product: [CH:59]1([N:15]2[CH2:16][CH2:17][CH:12]([N:11]([CH2:18][C:19]3[CH:24]=[C:23]([C:25]4[CH:52]=[CH:51][C:28]5[N:29]([C:32]([C:39]6[CH:44]=[CH:43][CH:42]=[CH:41][CH:40]=6)([C:45]6[CH:46]=[CH:47][CH:48]=[CH:49][CH:50]=6)[C:33]6[CH:38]=[CH:37][CH:36]=[CH:35][CH:34]=6)[N:30]=[N:31][C:27]=5[CH:26]=4)[CH:22]=[CH:21][C:20]=3[F:53])[C:9](=[O:10])[C:8]3[CH:7]=[CH:6][C:5]([F:4])=[CH:55][CH:54]=3)[CH2:13][CH2:14]2)[CH2:61][CH2:60]1. The catalyst class is: 5. (2) Reactant: O.NN.[N+:4]([C:7]1[CH:12]=[CH:11][CH:10]=[CH:9][CH:8]=1)([O-:6])=O.C1(NO)C=CC=CC=1.CC[O:23][CH:24]=[C:25]([C:31](OCC)=O)[C:26]([O:28][CH2:29][CH3:30])=[O:27]. Product: [O:23]=[C:24]1[O:6][N:4]([C:7]2[CH:12]=[CH:11][CH:10]=[CH:9][CH:8]=2)[CH:31]=[C:25]1[C:26]([O:28][CH2:29][CH3:30])=[O:27]. The catalyst class is: 219. (3) Reactant: [C:1]([OH:9])(=O)[C:2]1[CH:7]=[CH:6][CH:5]=[N:4][CH:3]=1.[C:10]1([CH3:17])[C:11]([CH3:16])=[CH:12][CH:13]=[CH:14][CH:15]=1.C(C(CCCC)C[NH2:22])C. Product: [CH2:11]([CH:10]([CH2:15][CH2:14][CH2:13][CH3:12])[CH2:17][C:3]1[N:4]=[CH:5][CH:6]=[CH:7][C:2]=1[C:1]([NH2:22])=[O:9])[CH3:16]. The catalyst class is: 6. (4) Reactant: [O:1]1[CH2:3][CH:2]1[CH:4]1[CH2:13][CH2:12][C:7]2([O:11][CH2:10][CH2:9][O:8]2)[CH2:6][CH2:5]1.[N-:14]=[N+:15]=[N-:16].[Na+].[Cl-].[NH4+]. Product: [N:14]([CH2:3][CH:2]([CH:4]1[CH2:13][CH2:12][C:7]2([O:11][CH2:10][CH2:9][O:8]2)[CH2:6][CH2:5]1)[OH:1])=[N+:15]=[N-:16]. The catalyst class is: 5. (5) Reactant: [O:1]1[C:5]2[CH:6]=[CH:7][C:8]([C:10]3[C:11]4[C:25](=[O:26])[O:24][C:23](=[O:27])[C:12]=4[CH:13]=[C:14]4[C:22]=3[C:18]3[O:19][CH2:20][O:21][C:17]=3[CH:16]=[CH:15]4)=[CH:9][C:4]=2[O:3][CH2:2]1.[CH3:28][OH:29].[CH3:30][Si](C=[N+]=[N-])(C)C. Product: [CH3:28][O:29][C:23]([C:12]1[CH:13]=[C:14]2[C:22](=[C:10]([C:8]3[CH:7]=[CH:6][C:5]4[O:1][CH2:2][O:3][C:4]=4[CH:9]=3)[C:11]=1[C:25]([O:24][CH3:30])=[O:26])[C:18]1[O:19][CH2:20][O:21][C:17]=1[CH:16]=[CH:15]2)=[O:27]. The catalyst class is: 1. (6) Reactant: [CH:1]([C:3]1[S:7][C:6](B(O)O)=[CH:5][C:4]=1[CH3:11])=[O:2].Br[C:13]1[CH:18]=[CH:17][C:16]([Cl:19])=[CH:15][N:14]=1.C([O-])([O-])=O.[Na+].[Na+]. Product: [Cl:19][C:16]1[CH:17]=[CH:18][C:13]([C:6]2[S:7][C:3]([CH:1]=[O:2])=[C:4]([CH3:11])[CH:5]=2)=[N:14][CH:15]=1. The catalyst class is: 3. (7) Reactant: [CH3:1][O:2][CH2:3][C@H:4]([CH3:45])[O:5][C:6]1[CH:7]=[C:8]([C:23]2[NH:27][C:26]([C:28]3[O:29][C@H:30]([CH2:33][O:34][Si](C(C)C)(C(C)C)C(C)C)[CH2:31][N:32]=3)=[CH:25][CH:24]=2)[CH:9]=[C:10]([O:12][C:13]2[CH:18]=[CH:17][C:16]([S:19]([CH3:22])(=[O:21])=[O:20])=[CH:15][CH:14]=2)[CH:11]=1.[F-].C([N+](CCCC)(CCCC)CCCC)CCC.O. Product: [CH3:1][O:2][CH2:3][C@H:4]([CH3:45])[O:5][C:6]1[CH:7]=[C:8]([C:23]2[NH:27][C:26]([C:28]3[O:29][C@@H:30]([CH2:33][OH:34])[CH2:31][N:32]=3)=[CH:25][CH:24]=2)[CH:9]=[C:10]([O:12][C:13]2[CH:14]=[CH:15][C:16]([S:19]([CH3:22])(=[O:21])=[O:20])=[CH:17][CH:18]=2)[CH:11]=1. The catalyst class is: 7.